Dataset: Catalyst prediction with 721,799 reactions and 888 catalyst types from USPTO. Task: Predict which catalyst facilitates the given reaction. (1) Reactant: C(O[C:4]1[C:5](=[O:17])[C:6](=[O:16])[C:7]=1[NH:8][C:9]1[CH:14]=[CH:13][CH:12]=[CH:11][C:10]=1[OH:15])C.[CH3:18][C:19]1[CH:25]=[CH:24][CH:23]=[CH:22][C:20]=1[NH2:21]. Product: [CH3:18][C:19]1[CH:25]=[CH:24][CH:23]=[CH:22][C:20]=1[NH:21][C:4]1[C:5](=[O:17])[C:6](=[O:16])[C:7]=1[NH:8][C:9]1[CH:14]=[CH:13][CH:12]=[CH:11][C:10]=1[OH:15]. The catalyst class is: 16. (2) Reactant: [Cl:1][C:2]1[N:3]=[C:4]([N:19]2[CH2:24][CH2:23][O:22][CH2:21][CH2:20]2)[C:5]2[CH:10]=[CH:9][N:8]([CH2:11][C:12]3[CH:13]=[C:14]([CH:16]=[CH:17][CH:18]=3)[NH2:15])[C:6]=2[N:7]=1.CC[N:27]([CH2:30]C)CC.ClC(Cl)([O:35]C(=O)OC(Cl)(Cl)Cl)Cl.[OH-].[NH4+]. Product: [Cl:1][C:2]1[N:3]=[C:4]([N:19]2[CH2:24][CH2:23][O:22][CH2:21][CH2:20]2)[C:5]2[CH:10]=[CH:9][N:8]([CH2:11][C:12]3[CH:13]=[C:14]([NH:15][C:30]([NH2:27])=[O:35])[CH:16]=[CH:17][CH:18]=3)[C:6]=2[N:7]=1. The catalyst class is: 1. (3) The catalyst class is: 300. Product: [Cl:1][C:2]1[CH:15]=[CH:14][C:5]2[S:6][C:7]([S:10]([NH:16][C:17]3[N:22]=[C:21]([CH2:23][C:24]([N:26]([CH2:27][CH3:28])[CH2:29][CH3:30])=[O:25])[CH:20]=[CH:19][CH:18]=3)(=[O:12])=[O:11])=[C:8]([CH3:9])[C:4]=2[CH:3]=1. Reactant: [Cl:1][C:2]1[CH:15]=[CH:14][C:5]2[S:6][C:7]([S:10](Cl)(=[O:12])=[O:11])=[C:8]([CH3:9])[C:4]=2[CH:3]=1.[NH2:16][C:17]1[N:22]=[C:21]([CH2:23][C:24]([N:26]([CH2:29][CH3:30])[CH2:27][CH3:28])=[O:25])[CH:20]=[CH:19][CH:18]=1. (4) Reactant: [N:1]1([C:11]([O:13][C:14]([CH3:17])([CH3:16])[CH3:15])=[O:12])[CH2:6][CH2:5][NH:4][CH2:3][CH:2]1[C:7]([O:9][CH3:10])=[O:8].[CH2:18](Br)[C:19]1[CH:24]=[CH:23][CH:22]=[CH:21][CH:20]=1.C(N(CC)CC)C. Product: [CH2:18]([N:4]1[CH2:5][CH2:6][N:1]([C:11]([O:13][C:14]([CH3:17])([CH3:16])[CH3:15])=[O:12])[CH:2]([C:7]([O:9][CH3:10])=[O:8])[CH2:3]1)[C:19]1[CH:24]=[CH:23][CH:22]=[CH:21][CH:20]=1. The catalyst class is: 10. (5) Reactant: [C:1]1([CH2:7][CH2:8][CH2:9][CH2:10][C:11]2[CH:16]=[CH:15][C:14]([CH2:17][C:18]([O:20][CH3:21])=[O:19])=[CH:13][CH:12]=2)[CH:6]=[CH:5][CH:4]=[CH:3][CH:2]=1.[Li+].[CH3:23][Si]([N-][Si](C)(C)C)(C)C.C1(C)C=CC=CC=1.CI. Product: [C:1]1([CH2:7][CH2:8][CH2:9][CH2:10][C:11]2[CH:12]=[CH:13][C:14]([CH:17]([CH3:23])[C:18]([O:20][CH3:21])=[O:19])=[CH:15][CH:16]=2)[CH:2]=[CH:3][CH:4]=[CH:5][CH:6]=1. The catalyst class is: 1. (6) Product: [NH2:1][C:2]1[O:3][C:4]2[C:9]([CH:10]([C:16]3[CH:21]=[C:20]([O:22][CH3:23])[C:19]([O:24][CH3:25])=[C:18]([Br:26])[CH:17]=3)[C:11]=1[C:12]1[NH:13][C:32](=[O:31])[O:15][N:14]=1)=[CH:8][CH:7]=[C:6]1[CH:27]=[CH:28][CH:29]=[CH:30][C:5]=21. Reactant: [NH2:1][C:2]1[O:3][C:4]2[C:9]([CH:10]([C:16]3[CH:21]=[C:20]([O:22][CH3:23])[C:19]([O:24][CH3:25])=[C:18]([Br:26])[CH:17]=3)[C:11]=1[C:12]([NH:14][OH:15])=[NH:13])=[CH:8][CH:7]=[C:6]1[CH:27]=[CH:28][CH:29]=[CH:30][C:5]=21.[O:31]1CCC[CH2:32]1. The catalyst class is: 6. (7) Reactant: [CH3:1][Si]([N-][Si](C)(C)C)(C)C.[Na+].[CH2:11]([O:18][C:19]1[CH:26]=[CH:25][C:22]([CH:23]=[O:24])=[CH:21][C:20]=1[CH3:27])[C:12]1[CH:17]=[CH:16][CH:15]=[CH:14][CH:13]=1.[CH3:28][O:29][C:30](=[O:34])[CH2:31][O:32][CH3:33]. Product: [CH2:28]([O:29][C:30](=[O:34])[CH:31]([O:32][CH3:33])[CH:23]([C:22]1[CH:25]=[CH:26][C:19]([O:18][CH2:11][C:12]2[CH:13]=[CH:14][CH:15]=[CH:16][CH:17]=2)=[C:20]([CH3:27])[CH:21]=1)[OH:24])[CH3:1]. The catalyst class is: 1.